Dataset: hERG potassium channel inhibition data for cardiac toxicity prediction from Karim et al.. Task: Regression/Classification. Given a drug SMILES string, predict its toxicity properties. Task type varies by dataset: regression for continuous values (e.g., LD50, hERG inhibition percentage) or binary classification for toxic/non-toxic outcomes (e.g., AMES mutagenicity, cardiotoxicity, hepatotoxicity). Dataset: herg_karim. (1) The drug is COC(C)(C)c1cnc2n1C[C@H](c1cccc(F)c1F)CC[C@H]2NC(=O)N1CCC2(CC1)C(=O)Nc1ncccc12. The result is 1 (blocker). (2) The result is 0 (non-blocker). The molecule is COc1cc(-n2cnc3cc(-c4ccc(Cl)cc4)sc3c2=O)ccc1OCC(=O)N1CCCC1. (3) The compound is Cc1cncc(-c2nnc3n2CCN(C(=O)c2ccc(-c4cccs4)cc2)[C@@H]3C)n1. The result is 1 (blocker). (4) The drug is c1ccc(Cn2ccc3c(OC4CCN(Cc5cscn5)CC4)ncnc32)cc1. The result is 1 (blocker).